This data is from Full USPTO retrosynthesis dataset with 1.9M reactions from patents (1976-2016). The task is: Predict the reactants needed to synthesize the given product. (1) Given the product [C:18]([O:22][C:23](=[O:33])[N:24]([CH:26]1[CH2:27][CH2:28][CH:29]([NH:32][CH2:13][C:12]2[CH:15]=[C:8]([C:5]3[CH:6]=[N:7][C:2]([F:1])=[CH:3][CH:4]=3)[CH:9]=[CH:10][C:11]=2[O:16][CH3:17])[CH2:30][CH2:31]1)[CH3:25])([CH3:21])([CH3:19])[CH3:20], predict the reactants needed to synthesize it. The reactants are: [F:1][C:2]1[N:7]=[CH:6][C:5]([C:8]2[CH:9]=[CH:10][C:11]([O:16][CH3:17])=[C:12]([CH:15]=2)[CH:13]=O)=[CH:4][CH:3]=1.[C:18]([O:22][C:23](=[O:33])[N:24]([CH:26]1[CH2:31][CH2:30][CH:29]([NH2:32])[CH2:28][CH2:27]1)[CH3:25])([CH3:21])([CH3:20])[CH3:19]. (2) Given the product [CH2:1]([O:8][C@H:9]1[CH2:13][N:12]([C:14]([O:16][C:17]([CH3:19])([CH3:20])[CH3:18])=[O:15])[C@H:11]([C:21]([OH:23])=[O:22])[CH2:10]1)[C:2]1[CH:7]=[CH:6][CH:5]=[CH:4][CH:3]=1, predict the reactants needed to synthesize it. The reactants are: [CH2:1]([O:8][C@H:9]1[CH2:13][N:12]([C:14]([O:16][C:17]([CH3:20])([CH3:19])[CH3:18])=[O:15])[C@H:11]([C:21]([O:23]C)=[O:22])[CH2:10]1)[C:2]1[CH:7]=[CH:6][CH:5]=[CH:4][CH:3]=1.[OH-].[Na+]. (3) Given the product [NH2:1][C:2]1[N:7]=[CH:6][C:5]([N:8]2[CH2:9][CH2:10][N:11]([C:14]([O:16][C:17]([CH3:19])([CH3:20])[CH3:18])=[O:15])[CH2:12][CH2:13]2)=[N:4][C:3]=1[C:21](=[O:22])[NH:51][C:46]1[CH:47]=[CH:48][CH:49]=[CH:50][N:45]=1, predict the reactants needed to synthesize it. The reactants are: [NH2:1][C:2]1[C:3]([C:21](O)=[O:22])=[N:4][C:5]([N:8]2[CH2:13][CH2:12][N:11]([C:14]([O:16][C:17]([CH3:20])([CH3:19])[CH3:18])=[O:15])[CH2:10][CH2:9]2)=[CH:6][N:7]=1.N1(C(N2C=CN=C2)=O)C=CN=C1.C(N(C(C)C)C(C)C)C.[N:45]1[CH:50]=[CH:49][CH:48]=[CH:47][C:46]=1[NH2:51]. (4) Given the product [CH3:1][O:2][C:3]([C:5]1[S:6][C:7]([C:11](=[O:13])[NH:65][CH2:64][C:63]2[CH:66]=[CH:67][CH:68]=[C:61]([O:60][Si:59]([C:55]([CH3:58])([CH3:57])[CH3:56])([CH3:69])[CH3:70])[CH:62]=2)=[CH:8][C:9]=1[Cl:10])=[O:4], predict the reactants needed to synthesize it. The reactants are: [CH3:1][O:2][C:3]([C:5]1[S:6][C:7]([C:11]([OH:13])=O)=[CH:8][C:9]=1[Cl:10])=[O:4].C(N(CC)CC)C.CN(C(ON1N=NC2C=CC=CC1=2)=[N+](C)C)C.F[P-](F)(F)(F)(F)F.C1C=CC2N(O)N=NC=2C=1.[C:55]([Si:59]([CH3:70])([CH3:69])[O:60][C:61]1[CH:62]=[C:63]([CH:66]=[CH:67][CH:68]=1)[CH2:64][NH2:65])([CH3:58])([CH3:57])[CH3:56]. (5) The reactants are: C([Li])(C)(C)C.[CH3:6][C:7]1[CH:8]=[C:9]([C:14]2[CH:19]=[CH:18][CH:17]=[CH:16][CH:15]=2)[CH:10]=[C:11]([CH3:13])[CH:12]=1.C[O:21][B:22](OC)[O:23]C.Cl. Given the product [CH3:6][C:7]1[C:12]([B:22]([OH:23])[OH:21])=[C:11]([CH3:13])[CH:10]=[C:9]([C:14]2[CH:19]=[CH:18][CH:17]=[CH:16][CH:15]=2)[CH:8]=1, predict the reactants needed to synthesize it. (6) Given the product [CH3:10][O:9][C:3]1([C:17]#[N:16])[CH2:4][CH2:5][O:6][CH2:7][CH2:8]1, predict the reactants needed to synthesize it. The reactants are: CO[C:3]1([O:9][CH3:10])[CH2:8][CH2:7][O:6][CH2:5][CH2:4]1.[Sn](Cl)(Cl)(Cl)Cl.[N+:16](C(C)(C)C)#[C-:17].